Task: Regression/Classification. Given a drug SMILES string, predict its absorption, distribution, metabolism, or excretion properties. Task type varies by dataset: regression for continuous measurements (e.g., permeability, clearance, half-life) or binary classification for categorical outcomes (e.g., BBB penetration, CYP inhibition). Dataset: cyp2c9_veith.. Dataset: CYP2C9 inhibition data for predicting drug metabolism from PubChem BioAssay (1) The molecule is COc1ccc(CCNc2nc(-c3ccco3)cc(C(F)(F)F)n2)cc1OC. The result is 1 (inhibitor). (2) The result is 0 (non-inhibitor). The molecule is CN1CCC[C@H](C(=O)OCC(=O)[C@]2(O)CC[C@@H]3[C@H]4CCC5=CC(=O)CC[C@@]5(C)[C@H]4[C@@H](O)C[C@]32C)C1. (3) The molecule is NC(=O)C1(NC(=O)[C@@H]2CC3(CC(c4cccc(NC(=O)[C@@H]5CCC(=O)N5)c4)=NO3)CN2C(=O)c2cnccn2)CC1. The result is 0 (non-inhibitor). (4) The compound is Cc1nc2ncnn2c(C)c1CCC(=O)N1CCN(C(=O)c2ccco2)CC1. The result is 0 (non-inhibitor). (5) The drug is N[C@H](C(=O)O)[C@H](O)C(=O)O. The result is 0 (non-inhibitor). (6) The compound is CN(C)C(=O)c1ccc(-c2nc(NCc3cccs3)c3ccccc3n2)cc1. The result is 0 (non-inhibitor). (7) The molecule is COc1ncc2nc(-c3ccc(Cl)cc3)c(=O)n(C)c2n1. The result is 0 (non-inhibitor).